From a dataset of TCR-epitope binding with 47,182 pairs between 192 epitopes and 23,139 TCRs. Binary Classification. Given a T-cell receptor sequence (or CDR3 region) and an epitope sequence, predict whether binding occurs between them. (1) Result: 1 (the TCR binds to the epitope). The TCR CDR3 sequence is CASTPLWGDQETQYF. The epitope is GTSGSPIVNR. (2) The epitope is KPLEFGATSAAL. The TCR CDR3 sequence is CASSFYGLAGGLYEQYF. Result: 1 (the TCR binds to the epitope). (3) The epitope is FLYALALLL. The TCR CDR3 sequence is CASSLVRGTEWGYTF. Result: 0 (the TCR does not bind to the epitope). (4) The epitope is LLWNGPMAV. The TCR CDR3 sequence is CASSVGGGREQFF. Result: 1 (the TCR binds to the epitope). (5) The epitope is FIAGLIAIV. The TCR CDR3 sequence is CASSQSRTGSYNEQFF. Result: 1 (the TCR binds to the epitope). (6) The epitope is RAKFKQLL. The TCR CDR3 sequence is CASSTPTSGVNTGELFF. Result: 1 (the TCR binds to the epitope). (7) The epitope is KTWGQYWQV. The TCR CDR3 sequence is CASSYSIGGNTDTQYF. Result: 0 (the TCR does not bind to the epitope). (8) The epitope is VLWAHGFEL. The TCR CDR3 sequence is CASSSGLAGGDTQYF. Result: 1 (the TCR binds to the epitope).